Dataset: Full USPTO retrosynthesis dataset with 1.9M reactions from patents (1976-2016). Task: Predict the reactants needed to synthesize the given product. (1) Given the product [F:18][C:19]1[CH:20]=[C:21]([CH:24]=[CH:25][CH:26]=1)[CH2:22][O:1][C:2]1[CH:3]=[C:4]2[C:8](=[CH:9][CH:10]=1)[C:7](=[O:11])[NH:6][CH2:5]2, predict the reactants needed to synthesize it. The reactants are: [OH:1][C:2]1[CH:3]=[C:4]2[C:8](=[CH:9][CH:10]=1)[C:7](=[O:11])[NH:6][CH2:5]2.C(=O)([O-])[O-].[K+].[K+].[F:18][C:19]1[CH:20]=[C:21]([CH:24]=[CH:25][CH:26]=1)[CH2:22]Br. (2) Given the product [CH3:9][C:10]1[CH:11]=[C:12]([C:2]2[CH:7]=[C:6]([C:12]3[CH:13]=[C:14]([CH3:16])[CH:15]=[C:10]([CH3:9])[CH:11]=3)[N:5]=[CH:4][N:3]=2)[CH:13]=[C:14]([CH3:16])[CH:15]=1, predict the reactants needed to synthesize it. The reactants are: Cl[C:2]1[CH:7]=[C:6](Cl)[N:5]=[CH:4][N:3]=1.[CH3:9][C:10]1[CH:11]=[C:12](B(O)O)[CH:13]=[C:14]([CH3:16])[CH:15]=1.C(=O)([O-])[O-].[Na+].[Na+].